This data is from Full USPTO retrosynthesis dataset with 1.9M reactions from patents (1976-2016). The task is: Predict the reactants needed to synthesize the given product. (1) Given the product [Cl:1][C:2]1[N:3]=[C:4]([N:13]2[CH2:18][CH2:17][O:16][CH2:15][CH2:14]2)[C:5]2[S:10][C:9]([CH2:11][N:26]3[CH2:27][CH2:28][N:23]([S:20]([CH3:19])(=[O:22])=[O:21])[CH2:24][CH2:25]3)=[CH:8][C:6]=2[N:7]=1, predict the reactants needed to synthesize it. The reactants are: [Cl:1][C:2]1[N:3]=[C:4]([N:13]2[CH2:18][CH2:17][O:16][CH2:15][CH2:14]2)[C:5]2[S:10][C:9]([CH:11]=O)=[CH:8][C:6]=2[N:7]=1.[CH3:19][S:20]([N:23]1[CH2:28][CH2:27][NH:26][CH2:25][CH2:24]1)(=[O:22])=[O:21].COC(OC)OC.C(O[BH-](OC(=O)C)OC(=O)C)(=O)C.[Na+]. (2) Given the product [CH2:3]([O:5][C:6]([C:7]1[S:8][CH:14]=[C:13]([CH2:12][Cl:11])[N:9]=1)=[O:10])[CH3:4], predict the reactants needed to synthesize it. The reactants are: N#N.[CH2:3]([O:5][C:6](=[O:10])[C:7]([NH2:9])=[S:8])[CH3:4].[Cl:11][CH2:12][C:13](=O)[CH2:14]Cl.CCOC(C)=O. (3) Given the product [F:25][C:26]([F:36])([F:35])[C:27]1[CH:28]=[C:24]([CH:32]=[CH:33][CH:34]=1)[CH2:23][NH:20][C:21]([C:2]1[C:3]2[CH:10]=[N:9][N:8]([C:11]3[CH:16]=[CH:15][C:14]([F:17])=[CH:13][CH:12]=3)[C:4]=2[CH:5]=[N:6][CH:7]=1)=[O:38], predict the reactants needed to synthesize it. The reactants are: Br[C:2]1[CH:7]=[N:6][CH:5]=[C:4]2[N:8]([C:11]3[CH:16]=[CH:15][C:14]([F:17])=[CH:13][CH:12]=3)[N:9]=[CH:10][C:3]=12.CC[N:20]([CH2:23][CH3:24])[CH2:21]C.[F:25][C:26]([F:36])([F:35])[C:27]1[CH:28]=C([CH:32]=[CH:33][CH:34]=1)CN.[C]=[O:38]. (4) Given the product [Cl:37][C:31]1[CH:32]=[CH:33][CH:34]=[C:35]([Cl:36])[C:30]=1[N:23]1[C:22]([CH2:21][O:20][C:17]2[CH:18]=[CH:19][C:14]([N:12]([CH2:11][C:8]3[CH:7]=[CH:6][C:5]([CH2:4][C:3]([OH:39])=[O:2])=[CH:10][CH:9]=3)[CH3:13])=[C:15]([CH3:38])[CH:16]=2)=[C:26]([CH:27]([CH3:29])[CH3:28])[CH:25]=[N:24]1, predict the reactants needed to synthesize it. The reactants are: C[O:2][C:3](=[O:39])[CH2:4][C:5]1[CH:10]=[CH:9][C:8]([CH2:11][N:12]([C:14]2[CH:19]=[CH:18][C:17]([O:20][CH2:21][C:22]3[N:23]([C:30]4[C:35]([Cl:36])=[CH:34][CH:33]=[CH:32][C:31]=4[Cl:37])[N:24]=[CH:25][C:26]=3[CH:27]([CH3:29])[CH3:28])=[CH:16][C:15]=2[CH3:38])[CH3:13])=[CH:7][CH:6]=1.[OH-].[Li+]. (5) Given the product [N:38]1[C:31]2[C:32](=[N:33][CH:34]=[CH:35][C:30]=2[NH:1][C@H:2]([C:5]2[N:14]([C:15]3[CH:20]=[CH:19][CH:18]=[C:17]([O:21][CH2:22][C:23]([F:26])([F:24])[F:25])[CH:16]=3)[C:13](=[O:27])[C:12]3[C:7](=[CH:8][CH:9]=[CH:10][C:11]=3[F:28])[N:6]=2)[CH2:3][CH3:4])[NH:36][CH:37]=1, predict the reactants needed to synthesize it. The reactants are: [NH2:1][C@H:2]([C:5]1[N:14]([C:15]2[CH:20]=[CH:19][CH:18]=[C:17]([O:21][CH2:22][C:23]([F:26])([F:25])[F:24])[CH:16]=2)[C:13](=[O:27])[C:12]2[C:7](=[CH:8][CH:9]=[CH:10][C:11]=2[F:28])[N:6]=1)[CH2:3][CH3:4].Cl[C:30]1[CH:35]=[CH:34][N:33]=[C:32]2[NH:36][CH:37]=[N:38][C:31]=12.C(N(C(C)C)CC)(C)C. (6) The reactants are: [NH2:1][C:2]1[C:7]2[NH:8][C:9](=[O:12])[N:10]([CH3:11])[C:6]=2[CH:5]=[CH:4][N:3]=1.Cl[C:14]1[S:15][C:16]([C:19]#[N:20])=[CH:17][N:18]=1.[H-].[Na+].O. Given the product [CH3:11][N:10]1[C:6]2[CH:5]=[CH:4][N:3]=[C:2]([NH:1][C:14]3[S:15][C:16]([C:19]#[N:20])=[CH:17][N:18]=3)[C:7]=2[NH:8][C:9]1=[O:12], predict the reactants needed to synthesize it. (7) Given the product [F:33][C:4]([F:3])([F:32])[C:5]1[CH:6]=[C:7]([CH:25]=[C:26]([C:28]([F:29])([F:30])[F:31])[CH:27]=1)[C:8]([N:10]1[CH2:15][CH2:14][N:13]([CH2:38][C:36]#[C:35][CH2:34][OH:37])[CH2:12][C@H:11]1[CH2:16][C:17]1[CH:22]=[CH:21][C:20]([CH3:23])=[C:19]([CH3:24])[CH:18]=1)=[O:9], predict the reactants needed to synthesize it. The reactants are: C=O.[F:3][C:4]([F:33])([F:32])[C:5]1[CH:6]=[C:7]([CH:25]=[C:26]([C:28]([F:31])([F:30])[F:29])[CH:27]=1)[C:8]([N:10]1[CH2:15][CH2:14][NH:13][CH2:12][C@H:11]1[CH2:16][C:17]1[CH:22]=[CH:21][C:20]([CH3:23])=[C:19]([CH3:24])[CH:18]=1)=[O:9].[CH2:34]([OH:37])[C:35]#[CH:36].[C:38](=O)([O-])O.[Na+]. (8) Given the product [Cl:26][C:8]1[C:7]([C:14]2[CH:19]=[CH:18][CH:17]=[CH:16][CH:15]=2)=[N:6][C:5]2[C:4]([C:20]([O:22][CH3:23])=[O:21])=[C:3]([O:2][CH3:1])[CH:12]=[CH:11][C:10]=2[N:9]=1, predict the reactants needed to synthesize it. The reactants are: [CH3:1][O:2][C:3]1[CH:12]=[CH:11][C:10]2[NH:9][C:8](=O)[C:7]([C:14]3[CH:19]=[CH:18][CH:17]=[CH:16][CH:15]=3)=[N:6][C:5]=2[C:4]=1[C:20]([O:22][CH3:23])=[O:21].P(Cl)(Cl)([Cl:26])=O. (9) Given the product [CH2:1]([O:8][C:9]1[N:10]=[N:11][C:12]([C:52]#[C:51][Si:53]([CH3:56])([CH3:55])[CH3:54])=[CH:13][C:14]=1[O:15][CH2:16][C:17]1[CH:22]=[CH:21][CH:20]=[CH:19][CH:18]=1)[C:2]1[CH:7]=[CH:6][CH:5]=[CH:4][CH:3]=1, predict the reactants needed to synthesize it. The reactants are: [CH2:1]([O:8][C:9]1[N:10]=[N:11][C:12](Cl)=[CH:13][C:14]=1[O:15][CH2:16][C:17]1[CH:22]=[CH:21][CH:20]=[CH:19][CH:18]=1)[C:2]1[CH:7]=[CH:6][CH:5]=[CH:4][CH:3]=1.C(OC1N=NC(C#CC(C)C)=CC=1OCC1C=CC=CC=1)C1C=CC=CC=1.[C:51]([Si:53]([CH3:56])([CH3:55])[CH3:54])#[CH:52].C1CCN2C(=NCCC2)CC1. (10) Given the product [NH2:39][C:38]1[C:33]2[C:32]([C:40](=[NH:41])[NH2:42])=[CH:31][N:30]([C@@H:8]3[O:9][C@H:10]4[C@@H:11]([O:12][Si:13]([CH:24]([CH3:26])[CH3:25])([CH:27]([CH3:29])[CH3:28])[O:14][Si:15]([CH:21]([CH3:23])[CH3:22])([CH:18]([CH3:19])[CH3:20])[O:16][CH2:17]4)[C@@H:7]3[N:45]=[N+:46]=[N-:47])[C:34]=2[N:35]=[CH:36][N:37]=1, predict the reactants needed to synthesize it. The reactants are: FC(F)(F)S(O[C@@H:7]1[C@@H:11]2[O:12][Si:13]([CH:27]([CH3:29])[CH3:28])([CH:24]([CH3:26])[CH3:25])[O:14][Si:15]([CH:21]([CH3:23])[CH3:22])([CH:18]([CH3:20])[CH3:19])[O:16][CH2:17][C@H:10]2[O:9][C@H:8]1[N:30]1[C:34]2[N:35]=[CH:36][N:37]=[C:38]([NH2:39])[C:33]=2[C:32]([C:40](=[NH:42])[NH2:41])=[CH:31]1)(=O)=O.[N-:45]=[N+:46]=[N-:47].[Na+].